From a dataset of Forward reaction prediction with 1.9M reactions from USPTO patents (1976-2016). Predict the product of the given reaction. (1) Given the reactants [Br:1][C:2]1[CH:7]=[CH:6][C:5]([CH:8]([C:19]2[CH:24]=[CH:23][CH:22]=[CH:21][C:20]=2[C:25]([F:28])([F:27])[F:26])[CH2:9][C:10]([C:12]2[CH:17]=[CH:16][N:15]=[C:14]([CH3:18])[CH:13]=2)=O)=[CH:4][CH:3]=1.Cl.[NH2:30][OH:31].C(=O)([O-])O.[Na+].[NH4+].[Cl-], predict the reaction product. The product is: [Br:1][C:2]1[CH:7]=[CH:6][C:5]([CH:8]([C:19]2[CH:24]=[CH:23][CH:22]=[CH:21][C:20]=2[C:25]([F:28])([F:27])[F:26])[CH2:9]/[C:10](/[C:12]2[CH:17]=[CH:16][N:15]=[C:14]([CH3:18])[CH:13]=2)=[N:30]\[OH:31])=[CH:4][CH:3]=1. (2) Given the reactants Cl[C:2]1[N:10]=[C:9]([CH3:11])[N:8]=[C:7]2[C:3]=1[N:4]=[CH:5][N:6]2[CH:12]1[CH2:17][CH2:16][CH2:15][CH2:14][O:13]1.[Cl:18][C:19]1[CH:20]=[C:21](B(O)O)[C:22]([F:25])=[N:23][CH:24]=1.C([O-])(=O)C.[K+].O, predict the reaction product. The product is: [Cl:18][C:19]1[CH:20]=[C:21]([C:2]2[N:10]=[C:9]([CH3:11])[N:8]=[C:7]3[C:3]=2[N:4]=[CH:5][N:6]3[CH:12]2[CH2:17][CH2:16][CH2:15][CH2:14][O:13]2)[C:22]([F:25])=[N:23][CH:24]=1. (3) Given the reactants C[O-].[Na+].[C:4]([C:7]1[CH:12]=[CH:11][CH:10]=[CH:9][N:8]=1)(=[O:6])[CH3:5].[C:13](OC)(=[O:20])[C:14]1[CH:19]=[CH:18][CH:17]=[N:16][CH:15]=1, predict the reaction product. The product is: [N:8]1[CH:9]=[CH:10][CH:11]=[CH:12][C:7]=1[C:4](=[O:6])[CH2:5][C:13]([C:14]1[CH:15]=[N:16][CH:17]=[CH:18][CH:19]=1)=[O:20]. (4) Given the reactants [CH3:1][S:2]([NH:5][C:6]1[N:11]=[CH:10][C:9]([C:12]([OH:14])=[O:13])=[CH:8][N:7]=1)(=[O:4])=[O:3].[Cl:15][C:16]1[CH:17]=[N+:18]([O-:45])[CH:19]=[C:20]([Cl:44])[C:21]=1[CH2:22][C@@H:23]([C:29]1[CH:34]=[CH:33][C:32]([O:35][CH:36]([F:38])[F:37])=[C:31]([O:39][CH2:40][CH:41]2[CH2:43][CH2:42]2)[CH:30]=1)[O:24][C:25](=[O:28])[CH2:26]O.C(Cl)CCl, predict the reaction product. The product is: [Cl:44][C:20]1[CH:19]=[N+:18]([O-:45])[CH:17]=[C:16]([Cl:15])[C:21]=1[CH2:22][C@@H:23]([C:29]1[CH:34]=[CH:33][C:32]([O:35][CH:36]([F:38])[F:37])=[C:31]([O:39][CH2:40][CH:41]2[CH2:43][CH2:42]2)[CH:30]=1)[O:24][C:25](=[O:28])[CH2:26][O:13][C:12]([C:9]1[CH:8]=[N:7][C:6]([NH:5][S:2]([CH3:1])(=[O:3])=[O:4])=[N:11][CH:10]=1)=[O:14].